This data is from Forward reaction prediction with 1.9M reactions from USPTO patents (1976-2016). The task is: Predict the product of the given reaction. (1) Given the reactants [OH:1][CH2:2][CH2:3][CH2:4][C@@:5]1([C:29]2[CH:34]=[CH:33][CH:32]=[CH:31][CH:30]=2)[O:10][C:9](=[O:11])[N:8]([C@H:12]([C:14]2[CH:19]=[CH:18][C:17](B3OC(C)(C)C(C)(C)O3)=[CH:16][CH:15]=2)[CH3:13])[CH2:7][CH2:6]1.Br[C:36]1[CH:37]=[CH:38][C:39](=[O:43])[N:40]([CH3:42])[CH:41]=1.C([O-])([O-])=O.[Cs+].[Cs+], predict the reaction product. The product is: [OH:1][CH2:2][CH2:3][CH2:4][C@@:5]1([C:29]2[CH:30]=[CH:31][CH:32]=[CH:33][CH:34]=2)[O:10][C:9](=[O:11])[N:8]([C@H:12]([C:14]2[CH:19]=[CH:18][C:17]([C:36]3[CH:37]=[CH:38][C:39](=[O:43])[N:40]([CH3:42])[CH:41]=3)=[CH:16][CH:15]=2)[CH3:13])[CH2:7][CH2:6]1. (2) Given the reactants [Br:1][C:2]1[CH:7]=[C:6]([C:8]([F:11])([F:10])[F:9])[CH:5]=[C:4]([CH2:12]Br)[CH:3]=1.[OH:14][CH2:15][C:16]1([C:29]2[CH:30]=[N:31][CH:32]=[CH:33][CH:34]=2)[CH2:21][CH2:20][N:19]([C:22]([O:24][C:25]([CH3:28])([CH3:27])[CH3:26])=[O:23])[CH2:18][CH2:17]1.CC(C)([O-])C.[Na+].CO, predict the reaction product. The product is: [Br:1][C:2]1[CH:3]=[C:4]([CH:5]=[C:6]([C:8]([F:11])([F:10])[F:9])[CH:7]=1)[CH2:12][O:14][CH2:15][C:16]1([C:29]2[CH:30]=[N:31][CH:32]=[CH:33][CH:34]=2)[CH2:17][CH2:18][N:19]([C:22]([O:24][C:25]([CH3:27])([CH3:28])[CH3:26])=[O:23])[CH2:20][CH2:21]1.